Dataset: HIV replication inhibition screening data with 41,000+ compounds from the AIDS Antiviral Screen. Task: Binary Classification. Given a drug SMILES string, predict its activity (active/inactive) in a high-throughput screening assay against a specified biological target. (1) The compound is COc1ccc(Cn2nc(OCc3ccccn3)c3cc([N+](=O)[O-])ccc32)cc1. The result is 0 (inactive). (2) The compound is CN(C)c1ccc(C(=C2C=CC(=[N+](C)C)C=C2)c2cc(S(=O)(=O)O)cc3cc(S(=O)(=O)O)ccc23)cc1. The result is 0 (inactive). (3) The molecule is COC1=C(C(c2cc(OC)c(OC)c(OC)c2)c2cc3c(cc2OC)OCO3)C(=O)OC1. The result is 0 (inactive). (4) The compound is COC(=O)c1cc(C(=CCCCCCBr)c2cc(Cl)c(OC)c(C(=O)OC)c2)cc(Cl)c1OC. The result is 0 (inactive). (5) The drug is CC(C)(C)OC(=O)NCCCCC(NC(=O)C(Cc1c[nH]c2ccccc12)NC(=O)OCC1c2ccccc2-c2ccccc21)C(=O)O. The result is 0 (inactive). (6) The molecule is Cc1ccc(Oc2ccc(C)cc2[N+](=O)[O-])cc1. The result is 0 (inactive). (7) The molecule is CC(=O)C1C=[N+]2CC[N+]3=CC(C(C)=O)C(C)=[O+][Ni-2]23[O+]=C1C. The result is 0 (inactive).